Dataset: Full USPTO retrosynthesis dataset with 1.9M reactions from patents (1976-2016). Task: Predict the reactants needed to synthesize the given product. (1) Given the product [BrH:15].[NH2:1][CH:2]([CH3:14])[CH2:3][NH:4][C:5]1[S:6][C:7]2[CH2:13][CH2:12][CH2:11][CH2:10][C:8]=2[N:9]=1, predict the reactants needed to synthesize it. The reactants are: [NH2:1][CH:2]([CH3:14])[CH2:3][NH:4][C:5]1[S:6][C:7]2[CH2:13][CH2:12][CH2:11][CH2:10][C:8]=2[N:9]=1.[BrH:15]. (2) Given the product [Cl:1][C:2]1[CH:3]=[CH:4][C:5]([OH:11])=[C:6]([CH:10]=1)[C:7]([NH:12][C:13]1[S:14][CH:15]=[C:16]([C:18]2[CH:23]=[CH:22][C:21]([Cl:24])=[C:20]([Cl:25])[CH:19]=2)[N:17]=1)=[O:9], predict the reactants needed to synthesize it. The reactants are: [Cl:1][C:2]1[CH:10]=[C:6]([C:7]([OH:9])=O)[C:5]([OH:11])=[CH:4][CH:3]=1.[NH2:12][C:13]1[S:14][CH:15]=[C:16]([C:18]2[CH:23]=[CH:22][C:21]([Cl:24])=[C:20]([Cl:25])[CH:19]=2)[N:17]=1. (3) Given the product [Cl:22][C:20]1[CH:19]=[CH:18][N:17]=[C:16]2[N:15]([CH2:28][CH:26]3[CH2:27][O:24][CH2:25]3)[CH:14]=[C:13]([C:11]([NH:10][CH2:9][C:5]3([OH:8])[CH2:6][CH2:7][C:2]([F:1])([F:23])[CH2:3][CH2:4]3)=[O:12])[C:21]=12, predict the reactants needed to synthesize it. The reactants are: [F:1][C:2]1([F:23])[CH2:7][CH2:6][C:5]([CH2:9][NH:10][C:11]([C:13]2[C:21]3[C:16](=[N:17][CH:18]=[CH:19][C:20]=3[Cl:22])[NH:15][CH:14]=2)=[O:12])([OH:8])[CH2:4][CH2:3]1.[O:24]1[CH2:27][CH:26]([CH2:28]O)[CH2:25]1.C(P(=CC#N)(CCCC)CCCC)CCC. (4) Given the product [OH:7][NH:6][C:4](=[O:5])[C@:3]([CH3:2])([S:31]([CH3:34])(=[O:33])=[O:32])[CH2:14][CH2:15][N:16]1[CH:21]=[CH:20][C:19]([CH2:22][CH2:23][C:24]2[CH:25]=[CH:26][CH:27]=[CH:28][CH:29]=2)=[CH:18][C:17]1=[O:30], predict the reactants needed to synthesize it. The reactants are: Cl.[CH3:2][C@@:3]([S:31]([CH3:34])(=[O:33])=[O:32])([CH2:14][CH2:15][N:16]1[CH:21]=[CH:20][C:19]([CH2:22][CH2:23][C:24]2[CH:29]=[CH:28][CH:27]=[CH:26][CH:25]=2)=[CH:18][C:17]1=[O:30])[C:4]([NH:6][O:7]C1CCCCO1)=[O:5]. (5) Given the product [NH2:1][C:2]1[N:6]([CH3:7])[C:5](=[O:8])[C:4]([C:17]2[CH:22]=[CH:21][C:20]([O:23][CH:24]([F:25])[F:26])=[C:19]([Cl:27])[CH:18]=2)([C:9]2[CH:14]=[CH:13][C:12]([F:15])=[C:11]([O:16][CH2:28][CH2:29][CH3:30])[CH:10]=2)[N:3]=1, predict the reactants needed to synthesize it. The reactants are: [NH2:1][C:2]1[N:6]([CH3:7])[C:5](=[O:8])[C:4]([C:17]2[CH:22]=[CH:21][C:20]([O:23][CH:24]([F:26])[F:25])=[C:19]([Cl:27])[CH:18]=2)([C:9]2[CH:14]=[CH:13][C:12]([F:15])=[C:11]([OH:16])[CH:10]=2)[N:3]=1.[CH2:28](I)[CH2:29][CH3:30].C([O-])([O-])=O.[Cs+].[Cs+].